From a dataset of Forward reaction prediction with 1.9M reactions from USPTO patents (1976-2016). Predict the product of the given reaction. (1) Given the reactants [C:1]([CH2:3][CH2:4][C:5]1[C:6]([C:15]2[CH:20]=[C:19]([O:21][CH3:22])[CH:18]=[CH:17][C:16]=2[F:23])=[N:7][CH:8]=[C:9]([CH:14]=1)[C:10](OC)=[O:11])#[N:2].CO.[BH4-].[Na+].[Cl-].[NH4+], predict the reaction product. The product is: [F:23][C:16]1[CH:17]=[CH:18][C:19]([O:21][CH3:22])=[CH:20][C:15]=1[C:6]1[C:5]([CH2:4][CH2:3][C:1]#[N:2])=[CH:14][C:9]([CH2:10][OH:11])=[CH:8][N:7]=1. (2) Given the reactants Cl[C:2]1[C:7]([C:8]2([OH:12])[CH2:11][O:10][CH2:9]2)=[CH:6][N:5]=[C:4]([C:13]#[N:14])[CH:3]=1.[F:15][C:16]([F:20])([F:19])[CH2:17][OH:18].CC(C)([O-])C.[K+], predict the reaction product. The product is: [OH:12][C:8]1([C:7]2[C:2]([O:18][CH2:17][C:16]([F:20])([F:19])[F:15])=[CH:3][C:4]([C:13]#[N:14])=[N:5][CH:6]=2)[CH2:11][O:10][CH2:9]1.